From a dataset of Reaction yield outcomes from USPTO patents with 853,638 reactions. Predict the reaction yield, written as a fraction of the theoretical maximum amount of product (1.0 means a 100% yield; for example, 0.34 means a 34% yield). The reactants are [Br:1][C:2]1[C:3]([F:12])=[C:4]2[C:10]([NH2:11])=[CH:9][NH:8][C:5]2=[N:6][CH:7]=1.[CH3:13][C:14]1[CH:22]=[CH:21][C:17]([C:18](O)=[O:19])=[CH:16][N:15]=1.C1N(P(Cl)(N2C(=O)OCC2)=O)C(=O)OC1.C(N(CC)CC)C.[Li+].[OH-]. The catalyst is C(Cl)Cl.O. The product is [Br:1][C:2]1[C:3]([F:12])=[C:4]2[C:10]([NH:11][C:18](=[O:19])[C:17]3[CH:21]=[CH:22][C:14]([CH3:13])=[N:15][CH:16]=3)=[CH:9][NH:8][C:5]2=[N:6][CH:7]=1. The yield is 0.685.